This data is from Peptide-MHC class I binding affinity with 185,985 pairs from IEDB/IMGT. The task is: Regression. Given a peptide amino acid sequence and an MHC pseudo amino acid sequence, predict their binding affinity value. This is MHC class I binding data. (1) The peptide sequence is VVISVIFYFI. The MHC is HLA-A68:02 with pseudo-sequence HLA-A68:02. The binding affinity (normalized) is 0.411. (2) The peptide sequence is FLLNKEMYL. The MHC is HLA-A02:06 with pseudo-sequence HLA-A02:06. The binding affinity (normalized) is 0.957.